From a dataset of Catalyst prediction with 721,799 reactions and 888 catalyst types from USPTO. Predict which catalyst facilitates the given reaction. (1) Reactant: [F:1][C:2]1[CH:3]=[C:4]([NH:9][C:10]2[N:18]=[CH:17][CH:16]=[CH:15][C:11]=2[C:12]([OH:14])=O)[CH:5]=[C:6]([F:8])[CH:7]=1.Cl.[NH2:20][C:21]([CH3:26])([CH2:24][CH3:25])[C:22]#[CH:23].C1C=CC2N(O)N=NC=2C=1.CCN=C=NCCCN(C)C.CCN(C(C)C)C(C)C. Product: [F:8][C:6]1[CH:5]=[C:4]([NH:9][C:10]2[N:18]=[CH:17][CH:16]=[CH:15][C:11]=2[C:12]([NH:20][C:21]([CH3:26])([CH2:24][CH3:25])[C:22]#[CH:23])=[O:14])[CH:3]=[C:2]([F:1])[CH:7]=1. The catalyst class is: 2. (2) Product: [CH:1]1([C:4]2[CH:14]=[N:13][C:7]3[N:8]([C:28]([O:30][C:31]4[CH:32]=[CH:33][C:34]([N+:37]([O-:39])=[O:38])=[CH:35][CH:36]=4)=[O:29])[CH2:9][C:10](=[O:12])[NH:11][C:6]=3[CH:5]=2)[CH2:3][CH2:2]1. The catalyst class is: 6. Reactant: [CH:1]1([C:4]2[CH:14]=[N:13][C:7]3[NH:8][CH2:9][C:10](=[O:12])[NH:11][C:6]=3[CH:5]=2)[CH2:3][CH2:2]1.CN(C)C(=O)C.N1C=CC=CC=1.Cl[C:28]([O:30][C:31]1[CH:36]=[CH:35][C:34]([N+:37]([O-:39])=[O:38])=[CH:33][CH:32]=1)=[O:29].